Dataset: Forward reaction prediction with 1.9M reactions from USPTO patents (1976-2016). Task: Predict the product of the given reaction. Given the reactants [NH:1]1[CH2:6][CH2:5][C:4]2([O:11][C:10]3[C:12]4[C:17]([C:18](=[O:21])[C:19](=[O:20])[C:9]=3[S:8][CH2:7]2)=[CH:16][CH:15]=[CH:14][CH:13]=4)[CH2:3][CH2:2]1.[C:22]1([C:34](O)=[O:35])[C:32]2=[C:33]3[C:28](=[CH:29][CH:30]=[CH:31]2)[CH2:27][CH2:26][CH2:25][N:24]3[CH:23]=1, predict the reaction product. The product is: [C:22]1([C:34]([N:1]2[CH2:2][CH2:3][C:4]3([O:11][C:10]4[C:12]5[C:17]([C:18](=[O:21])[C:19](=[O:20])[C:9]=4[S:8][CH2:7]3)=[CH:16][CH:15]=[CH:14][CH:13]=5)[CH2:5][CH2:6]2)=[O:35])[C:32]2=[C:33]3[C:28](=[CH:29][CH:30]=[CH:31]2)[CH2:27][CH2:26][CH2:25][N:24]3[CH:23]=1.